The task is: Predict the reactants needed to synthesize the given product.. This data is from Retrosynthesis with 50K atom-mapped reactions and 10 reaction types from USPTO. (1) Given the product O=c1cc(C(F)F)n(CC2CC2)cc1O, predict the reactants needed to synthesize it. The reactants are: O=c1cc(C(F)F)n(CC2CC2)cc1OCc1ccccc1. (2) Given the product CCCNC(=O)c1cc(F)c(C)c(-c2nc(NCCCN(CC)CC)nc3c2ccc(=O)n3-c2c(F)cccc2F)c1, predict the reactants needed to synthesize it. The reactants are: CCCN.CCN(CC)CCCNc1nc(-c2cc(C(=O)O)cc(F)c2C)c2ccc(=O)n(-c3c(F)cccc3F)c2n1. (3) The reactants are: CC(Br)C#N.Oc1cccc(C=Cc2ccc3ccc(Cl)cc3n2)c1. Given the product CC(C#N)Oc1cccc(C=Cc2ccc3ccc(Cl)cc3n2)c1, predict the reactants needed to synthesize it. (4) Given the product CC(C)N(C)c1nc2cc(C(=O)O)ccc2nc1-c1ccc(C(N)=O)cc1, predict the reactants needed to synthesize it. The reactants are: COC(=O)c1ccc2nc(-c3ccc(C(N)=O)cc3)c(N(C)C(C)C)nc2c1. (5) Given the product NCc1cc(N)cc(Cl)c1, predict the reactants needed to synthesize it. The reactants are: N#Cc1cc(N)cc(Cl)c1.